This data is from Reaction yield outcomes from USPTO patents with 853,638 reactions. The task is: Predict the reaction yield, written as a fraction of the theoretical maximum amount of product (1.0 means a 100% yield; for example, 0.34 means a 34% yield). (1) The reactants are [CH:1]1([CH:7]([NH:20][C:21]2[CH:29]=[CH:28][C:24](C(O)=O)=[CH:23][CH:22]=2)[C:8]2[CH:12]=[C:11]([C:13]3[CH:18]=[CH:17][CH:16]=[CH:15][N:14]=3)[O:10][C:9]=2[CH3:19])[CH2:6][CH2:5][CH2:4][CH2:3][CH2:2]1.[CH3:30][NH:31][CH2:32][CH2:33][C:34]([O:36]CC)=[O:35].Cl.C(N=C=NCCCN(C)C)C.O.[OH:52][C:53]1C2N=NNC=2C=CC=1. The catalyst is CN(C)C=O.C(OCC)(=O)C.C(N(CC)CC)C. The product is [CH:1]1([CH:7]([NH:20][C:21]2[CH:29]=[CH:28][C:24]([C:53]([N:31]([CH3:30])[CH2:32][CH2:33][C:34]([OH:36])=[O:35])=[O:52])=[CH:23][CH:22]=2)[C:8]2[CH:12]=[C:11]([C:13]3[CH:18]=[CH:17][CH:16]=[CH:15][N:14]=3)[O:10][C:9]=2[CH3:19])[CH2:2][CH2:3][CH2:4][CH2:5][CH2:6]1. The yield is 0.870. (2) The reactants are Br[C:2]1[N:9]=[C:8]([CH:10]([CH3:12])[CH3:11])[CH:7]=[CH:6][C:3]=1[C:4]#[N:5].[NH3:13]. The catalyst is C(O)C. The product is [NH2:13][C:2]1[N:9]=[C:8]([CH:10]([CH3:12])[CH3:11])[CH:7]=[CH:6][C:3]=1[C:4]#[N:5]. The yield is 0.930.